Dataset: Catalyst prediction with 721,799 reactions and 888 catalyst types from USPTO. Task: Predict which catalyst facilitates the given reaction. (1) Reactant: [NH2:1][C:2]1[N:6]([C:7]2[CH:12]=[CH:11][CH:10]=[CH:9][CH:8]=2)[N:5]=[C:4]([C:13]([NH:15][NH:16][CH:17]([CH3:19])[CH3:18])=[O:14])[C:3]=1[CH3:20].Cl[C:22](Cl)([O:24]C(=O)OC(Cl)(Cl)Cl)Cl.CCN(C(C)C)C(C)C. Product: [NH2:1][C:2]1[N:6]([C:7]2[CH:12]=[CH:11][CH:10]=[CH:9][CH:8]=2)[N:5]=[C:4]([C:13]2[O:14][C:22](=[O:24])[N:16]([CH:17]([CH3:18])[CH3:19])[N:15]=2)[C:3]=1[CH3:20]. The catalyst class is: 2. (2) Reactant: [Si]([O:8][CH2:9][CH2:10][N:11]([C:33]#[N:34])[C:12]1[CH:17]=[CH:16][C:15]([C:18]2[CH2:22][CH:21]([CH2:23][NH:24][C:25]([C:27]3[S:28][C:29]([Cl:32])=[CH:30][CH:31]=3)=[O:26])[O:20][N:19]=2)=[CH:14][CH:13]=1)(C(C)(C)C)(C)C.CS(O)(=O)=O. Product: [Cl:32][C:29]1[S:28][C:27]([C:25]([NH:24][CH2:23][CH:21]2[O:20][N:19]=[C:18]([C:15]3[CH:14]=[CH:13][C:12]([N:11]4[CH2:10][CH2:9][O:8][C:33]4=[NH:34])=[CH:17][CH:16]=3)[CH2:22]2)=[O:26])=[CH:31][CH:30]=1. The catalyst class is: 10.